From a dataset of Full USPTO retrosynthesis dataset with 1.9M reactions from patents (1976-2016). Predict the reactants needed to synthesize the given product. (1) Given the product [NH2:1][C:2]1[N:7]=[CH:6][N:5]=[C:4]2[N:8]([CH2:12][C:13]3[O:14][C:15]4[C:20]([C:21](=[O:29])[C:22]=3[C:23]3[CH:28]=[CH:27][CH:26]=[CH:25][CH:24]=3)=[CH:19][C:18]([F:30])=[CH:17][CH:16]=4)[N:9]=[C:10]([C:44]3[CH:45]=[C:46]4[C:41]([C:40]([CH3:56])=[N:39][NH:38]4)=[CH:42][CH:43]=3)[C:3]=12, predict the reactants needed to synthesize it. The reactants are: [NH2:1][C:2]1[N:7]=[CH:6][N:5]=[C:4]2[N:8]([CH2:12][C:13]3[O:14][C:15]4[C:20]([C:21](=[O:29])[C:22]=3[C:23]3[CH:28]=[CH:27][CH:26]=[CH:25][CH:24]=3)=[CH:19][C:18]([F:30])=[CH:17][CH:16]=4)[N:9]=[C:10](I)[C:3]=12.C([N:38]1[C:46]2[C:41](=[CH:42][CH:43]=[C:44](B3OC(C)(C)C(C)(C)O3)[CH:45]=2)[C:40]([CH3:56])=[N:39]1)(OC(C)(C)C)=O.C(=O)([O-])[O-].[Na+].[Na+].ClCCl. (2) Given the product [CH:2]1([N:5]([CH:19]2[CH2:24][CH2:23][N:22]([C:29]3[C:30]([CH3:32])=[N:31][CH:26]=[C:27]([CH3:33])[N:28]=3)[CH2:21][CH2:20]2)[C:6](=[O:18])[C:7]2[CH:8]=[CH:9][C:10]([C:13]3[O:17][CH:16]=[N:15][CH:14]=3)=[CH:11][CH:12]=2)[CH2:4][CH2:3]1, predict the reactants needed to synthesize it. The reactants are: Cl.[CH:2]1([N:5]([CH:19]2[CH2:24][CH2:23][NH:22][CH2:21][CH2:20]2)[C:6](=[O:18])[C:7]2[CH:12]=[CH:11][C:10]([C:13]3[O:17][CH:16]=[N:15][CH:14]=3)=[CH:9][CH:8]=2)[CH2:4][CH2:3]1.Cl[C:26]1[C:27]([CH3:33])=[N:28][CH:29]=[C:30]([CH3:32])[N:31]=1.